This data is from Forward reaction prediction with 1.9M reactions from USPTO patents (1976-2016). The task is: Predict the product of the given reaction. (1) Given the reactants [CH3:1][O:2][C:3]1[C:8]2[N:9]=[C:10]([NH2:12])[S:11][C:7]=2[CH:6]=[CH:5][CH:4]=1.[F:13][C:14]([F:25])([F:24])[C:15]1[CH:16]=[C:17]([CH:21]=[CH:22][CH:23]=1)[C:18](Cl)=[O:19].Br[CH:27]([CH2:32][CH3:33])[C:28]([O:30]C)=[O:29].FC1C2N=C(N)SC=2C=C(F)C=1.C1(C)C=CC(C(Cl)=O)=CC=1.BrCC(OCC)=O, predict the reaction product. The product is: [CH3:1][O:2][C:3]1[C:8]2[N:9]([CH:27]([CH2:32][CH3:33])[C:28]([OH:30])=[O:29])[C:10](=[N:12][C:18](=[O:19])[C:17]3[CH:21]=[CH:22][CH:23]=[C:15]([C:14]([F:25])([F:24])[F:13])[CH:16]=3)[S:11][C:7]=2[CH:6]=[CH:5][CH:4]=1. (2) The product is: [CH2:1]([O:3][C:4](=[O:25])[CH2:5][N:6]1[C:10]([CH3:11])=[C:9]([C:12]2[CH:17]=[CH:16][C:15]([C:18]([F:20])([F:21])[F:19])=[CH:14][C:13]=2[CH2:22][NH:33][CH2:26][C:27]2[CH:32]=[CH:31][CH:30]=[CH:29][CH:28]=2)[C:8]([CH3:24])=[N:7]1)[CH3:2]. Given the reactants [CH2:1]([O:3][C:4](=[O:25])[CH2:5][N:6]1[C:10]([CH3:11])=[C:9]([C:12]2[CH:17]=[CH:16][C:15]([C:18]([F:21])([F:20])[F:19])=[CH:14][C:13]=2[CH:22]=O)[C:8]([CH3:24])=[N:7]1)[CH3:2].[CH2:26]([NH2:33])[C:27]1[CH:32]=[CH:31][CH:30]=[CH:29][CH:28]=1, predict the reaction product. (3) The product is: [ClH:13].[CH2:1]([C:5]1[CH:6]=[CH:7][C:8]([CH2:9][NH2:10])=[CH:11][CH:12]=1)[CH2:2][CH2:3][CH3:4]. Given the reactants [CH2:1]([C:5]1[CH:12]=[CH:11][C:8]([C:9]#[N:10])=[CH:7][CH:6]=1)[CH2:2][CH2:3][CH3:4].[ClH:13], predict the reaction product.